From a dataset of Peptide-MHC class II binding affinity with 134,281 pairs from IEDB. Regression. Given a peptide amino acid sequence and an MHC pseudo amino acid sequence, predict their binding affinity value. This is MHC class II binding data. (1) The peptide sequence is QDWLGVSRQLRTKAW. The MHC is DRB1_0401 with pseudo-sequence DRB1_0401. The binding affinity (normalized) is 0.262. (2) The peptide sequence is IIGVLEQGKRTLTPQ. The MHC is DRB1_0404 with pseudo-sequence DRB1_0404. The binding affinity (normalized) is 0. (3) The peptide sequence is PWRYSVNANVSPELK. The MHC is DRB1_0405 with pseudo-sequence DRB1_0405. The binding affinity (normalized) is 1.00. (4) The peptide sequence is GEIGAIALDFKPGTS. The MHC is DRB1_1101 with pseudo-sequence DRB1_1101. The binding affinity (normalized) is 0.0158.